This data is from Catalyst prediction with 721,799 reactions and 888 catalyst types from USPTO. The task is: Predict which catalyst facilitates the given reaction. (1) Reactant: [O:1]=[C:2]([CH3:13])[CH2:3][C:4]([NH:6][C:7]1[CH:12]=[CH:11][CH:10]=[CH:9][CH:8]=1)=[O:5].[Br:14]Br. Product: [Br:14][CH2:13][C:2](=[O:1])[CH2:3][C:4]([NH:6][C:7]1[CH:12]=[CH:11][CH:10]=[CH:9][CH:8]=1)=[O:5]. The catalyst class is: 22. (2) Reactant: [I:1][C:2]1[C:7]2[C:8](=[O:21])[C:9]3[CH:16]=[CH:15][CH:14]=[C:13]([C:17](OC)=[O:18])[C:10]=3[CH:11]=[CH:12][C:6]=2[CH:5]=[CH:4][CH:3]=1.[H-].C([Al+]CC(C)C)C(C)C.O.C(OCC)(=O)C. Product: [OH:18][CH2:17][C:13]1[C:10]2[CH:11]=[CH:12][C:6]3[CH:5]=[CH:4][CH:3]=[C:2]([I:1])[C:7]=3[CH:8]([OH:21])[C:9]=2[CH:16]=[CH:15][CH:14]=1. The catalyst class is: 207. (3) Product: [N:1]1([CH2:7][C:8]([NH:10][C:11]2[CH:12]=[C:13]([CH:17]=[CH:18][C:19]=2[O:20][C:21]([F:24])([F:23])[F:22])[C:14]([NH:37][C:34]2[CH:35]=[N:36][C:31]([C:25]3[CH:30]=[CH:29][CH:28]=[CH:27][CH:26]=3)=[CH:32][CH:33]=2)=[O:16])=[O:9])[CH2:6][CH2:5][O:4][CH2:3][CH2:2]1. Reactant: [N:1]1([CH2:7][C:8]([NH:10][C:11]2[CH:12]=[C:13]([CH:17]=[CH:18][C:19]=2[O:20][C:21]([F:24])([F:23])[F:22])[C:14]([OH:16])=O)=[O:9])[CH2:6][CH2:5][O:4][CH2:3][CH2:2]1.[C:25]1([C:31]2[N:36]=[CH:35][C:34]([NH2:37])=[CH:33][CH:32]=2)[CH:30]=[CH:29][CH:28]=[CH:27][CH:26]=1.F[P-](F)(F)(F)(F)F.N1(O[P+](N2CCCC2)(N2CCCC2)N2CCCC2)C2C=CC=CC=2N=N1.C(N(C(C)C)CC)(C)C. The catalyst class is: 18. (4) Reactant: [Br:1][CH2:2][C:3]1[CH:4]=[C:5]([CH2:9][C:10]([OH:12])=O)[CH:6]=[CH:7][CH:8]=1.S(Cl)(Cl)=O.[CH2:17]([NH2:24])[CH2:18][CH2:19][CH2:20][CH2:21][CH2:22][CH3:23].C(N(CC)C(C)C)(C)C.Cl. Product: [Br:1][CH2:2][C:3]1[CH:4]=[C:5]([CH2:9][C:10]([NH:24][CH2:17][CH2:18][CH2:19][CH2:20][CH2:21][CH2:22][CH3:23])=[O:12])[CH:6]=[CH:7][CH:8]=1. The catalyst class is: 452. (5) Reactant: [C:1]([O:5][C:6]([N:8]1[CH2:13][CH2:12][C@H:11]([CH2:14][OH:15])[C@H:10]([OH:16])[CH2:9]1)=[O:7])([CH3:4])([CH3:3])[CH3:2].C(N(CC)CC)C.[C:24](OC(=O)C)(=[O:26])[CH3:25]. Product: [C:1]([O:5][C:6]([N:8]1[CH2:13][CH2:12][C@H:11]([CH2:14][O:15][C:24](=[O:26])[CH3:25])[C@H:10]([OH:16])[CH2:9]1)=[O:7])([CH3:4])([CH3:2])[CH3:3]. The catalyst class is: 2. (6) Reactant: [C:1](OC(=O)C)(=[O:3])[CH3:2].[C:8]([O:11][C@@H:12]1[C@@H:24]([N:25]=[N+:26]=[N-:27])[C@@H:23]([OH:28])[C@@H:22]([CH2:29][OH:30])[O:21][C@H:13]1[S:14][C:15]1[CH:20]=[CH:19][CH:18]=[CH:17][CH:16]=1)(=[O:10])[CH3:9].CCCCCCC.[CH3:38][CH2:39][O:40]C(C)=O. Product: [C:8]([O:11][C@@H:12]1[C@@H:24]([N:25]=[N+:26]=[N-:27])[C@@H:23]([O:28][C:1](=[O:3])[CH3:2])[C@@H:22]([CH2:29][O:30][C:39](=[O:40])[CH3:38])[O:21][C@H:13]1[S:14][C:15]1[CH:16]=[CH:17][CH:18]=[CH:19][CH:20]=1)(=[O:10])[CH3:9]. The catalyst class is: 17. (7) Reactant: [OH:1][CH2:2][CH2:3][CH:4]1[CH2:8][N:7]([CH2:9][C:10]2[CH:15]=[CH:14][C:13]([O:16][CH3:17])=[CH:12][CH:11]=2)[C:6](=[O:18])[N:5]1[CH3:19].N1C=CC=CC=1.[C:26]1([CH3:46])[CH:31]=[CH:30][C:29]([S:32](O[S:32]([C:29]2[CH:30]=[CH:31][C:26]([CH3:46])=[CH:27][CH:28]=2)(=[O:34])=[O:33])(=[O:34])=[O:33])=[CH:28][CH:27]=1.N#N. Product: [CH3:17][O:16][C:13]1[CH:14]=[CH:15][C:10]([CH2:9][N:7]2[CH2:8][CH:4]([CH2:3][CH2:2][O:1][S:32]([C:29]3[CH:30]=[CH:31][C:26]([CH3:46])=[CH:27][CH:28]=3)(=[O:34])=[O:33])[N:5]([CH3:19])[C:6]2=[O:18])=[CH:11][CH:12]=1. The catalyst class is: 2.